From a dataset of Forward reaction prediction with 1.9M reactions from USPTO patents (1976-2016). Predict the product of the given reaction. Given the reactants [CH2:1]([N:8]1[C:18]2=[C:19]3[C:14](=[N:15][C:16](S(C)(=O)=O)=[N:17]2)[N:13]([CH2:24][C:25]2[CH:30]=[CH:29][C:28]([O:31][CH3:32])=[CH:27][CH:26]=2)[CH2:12][CH2:11][C:10]3=[N:9]1)[C:2]1[CH:7]=[CH:6][CH:5]=[CH:4][CH:3]=1.[NH:33]1[CH2:38][CH2:37][O:36][CH2:35][CH2:34]1, predict the reaction product. The product is: [CH2:1]([N:8]1[C:18]2=[C:19]3[C:14](=[N:15][C:16]([N:33]4[CH2:38][CH2:37][O:36][CH2:35][CH2:34]4)=[N:17]2)[N:13]([CH2:24][C:25]2[CH:30]=[CH:29][C:28]([O:31][CH3:32])=[CH:27][CH:26]=2)[CH2:12][CH2:11][C:10]3=[N:9]1)[C:2]1[CH:7]=[CH:6][CH:5]=[CH:4][CH:3]=1.